The task is: Predict hERG channel inhibition at various concentrations.. This data is from hERG Central: cardiac toxicity at 1µM, 10µM, and general inhibition. (1) The compound is Cc1ccc(Cn2cc(C(=O)c3ccc(F)cc3)c(=O)c3cc4c(cc32)OCCO4)cc1. Results: hERG_inhib (hERG inhibition (general)): blocker. (2) The drug is COc1cccc(CNCCc2c[nH]c3ccccc23)c1OCc1ccccc1F.Cl. Results: hERG_inhib (hERG inhibition (general)): blocker. (3) Results: hERG_inhib (hERG inhibition (general)): blocker. The molecule is COc1ccc2c(Cl)c(-c3nnc4n3CCCCC4)sc2c1. (4) The drug is COc1ccc(CNCC(O)(c2ccccc2)c2ccc(Cl)cc2)cc1. Results: hERG_inhib (hERG inhibition (general)): blocker.